From a dataset of Forward reaction prediction with 1.9M reactions from USPTO patents (1976-2016). Predict the product of the given reaction. (1) Given the reactants [OH:1][CH:2]([CH3:9])[C:3](=[CH2:8])[C:4]([O:6][CH3:7])=[O:5].Br[C:11]1[CH:16]=[CH:15][C:14]([CH2:17][C:18]#[N:19])=[CH:13][CH:12]=1.C([O-])(O)=O.[Na+], predict the reaction product. The product is: [C:18]([CH2:17][C:14]1[CH:15]=[CH:16][C:11]([CH2:8][CH:3]([C:2](=[O:1])[CH3:9])[C:4]([O:6][CH3:7])=[O:5])=[CH:12][CH:13]=1)#[N:19]. (2) The product is: [N+:16]([C:8]1[C:9]2[N:10]([CH2:11][C:12]([O:14][CH3:15])=[O:13])[C:43](=[O:26])[NH:39][C:4]=2[CH:5]=[CH:6][CH:7]=1)([O-:18])=[O:17]. Given the reactants C([C:4]1[C:9]([NH:10][CH2:11][C:12]([O:14][CH3:15])=[O:13])=[C:8]([N+:16]([O-:18])=[O:17])[CH:7]=[CH:6][CH:5]=1)(O)=O.C1(P(N=[N+]=[N-])(C2C=CC=CC=2)=[O:26])C=CC=CC=1.C([N:39]([CH2:43]C)C(C)C)(C)C, predict the reaction product. (3) The product is: [CH:28]1([C@:6]2([C:4]#[N:5])[CH2:10][CH2:9][N:8]([C:11]3[CH:16]=[CH:15][N:14]=[C:13]([NH:17][C:18]4[CH:26]=[CH:25][C:21]([C:22]([N:59]5[CH2:60][CH2:61][CH2:62][O:56][CH2:57][CH2:58]5)=[O:23])=[CH:20][N:19]=4)[CH:12]=3)[C:7]2=[O:27])[CH2:29][CH2:30]1. Given the reactants Cl.Cl.Cl.[C:4]([C@@:6]1([CH:28]2[CH2:30][CH2:29]2)[CH2:10][CH2:9][N:8]([C:11]2[CH:16]=[CH:15][N:14]=[C:13]([NH:17][C:18]3[CH:26]=[CH:25][C:21]([C:22](O)=[O:23])=[CH:20][N:19]=3)[CH:12]=2)[C:7]1=[O:27])#[N:5].F[P-](F)(F)(F)(F)F.N1(OC(N(C)C)=[N+](C)C)C2N=CC=CC=2N=N1.Cl.[O:56]1[CH2:62][CH2:61][CH2:60][NH:59][CH2:58][CH2:57]1.C(=O)([O-])O.[Na+], predict the reaction product. (4) Given the reactants CS([O:5][CH2:6][CH2:7][O:8][CH2:9][CH2:10][O:11][CH2:12][CH2:13]O)(=O)=O.[N-:15]=[N+:16]=[N-:17].[Na+], predict the reaction product. The product is: [N:15]([CH2:13][CH2:12][O:11][CH2:10][CH2:9][O:8][CH2:7][CH2:6][OH:5])=[N+:16]=[N-:17]. (5) Given the reactants [Cl:1][C:2]1[CH:3]=[C:4]([NH:10][C:11]2[N:16]=[C:15](Cl)[N:14]=[C:13]([Cl:18])[N:12]=2)[CH:5]=[CH:6][C:7]=1[O:8][CH3:9].[CH:19]1([NH2:22])[CH2:21][CH2:20]1.[OH-].[Na+].OP([O-])(O)=O.[K+], predict the reaction product. The product is: [Cl:18][C:13]1[N:12]=[C:11]([NH:10][C:4]2[CH:5]=[CH:6][C:7]([O:8][CH3:9])=[C:2]([Cl:1])[CH:3]=2)[N:16]=[C:15]([NH:22][CH:19]2[CH2:21][CH2:20]2)[N:14]=1. (6) Given the reactants [F:1][C:2]1[C:7]([C:8]2[CH:9]=[C:10]([CH2:22][N:23](C)[C:24](=O)OC(C)(C)C)[S:11][C:12]=2[S:13]([C:16]2[CH:21]=[CH:20][N:19]=[CH:18][CH:17]=2)(=[O:15])=[O:14])=[CH:6][CH:5]=[CH:4][N:3]=1.C(OCC)(=O)C.[ClH:38], predict the reaction product. The product is: [ClH:38].[ClH:38].[F:1][C:2]1[C:7]([C:8]2[CH:9]=[C:10]([CH2:22][NH:23][CH3:24])[S:11][C:12]=2[S:13]([C:16]2[CH:21]=[CH:20][N:19]=[CH:18][CH:17]=2)(=[O:14])=[O:15])=[CH:6][CH:5]=[CH:4][N:3]=1.